This data is from Reaction yield outcomes from USPTO patents with 853,638 reactions. The task is: Predict the reaction yield, written as a fraction of the theoretical maximum amount of product (1.0 means a 100% yield; for example, 0.34 means a 34% yield). (1) The reactants are [C:1]([NH:4][C@@H:5]1[C@@H:10]([NH:11]C(=O)OC(C)(C)C)[CH2:9][C:8]([C:19](=[O:47])[NH:20][CH2:21][CH2:22][NH:23][C:24](=[O:46])[CH2:25][CH2:26]/[CH:27]=[CH:28]\[CH2:29]/[CH:30]=[CH:31]\[CH2:32]/[CH:33]=[CH:34]\[CH2:35]/[CH:36]=[CH:37]\[CH2:38]/[CH:39]=[CH:40]\[CH2:41]/[CH:42]=[CH:43]\[CH2:44][CH3:45])=[CH:7][C@H:6]1[O:48][CH:49]([CH2:52][CH3:53])[CH2:50][CH3:51])(=[O:3])[CH3:2].C([O-])(O)=O.[Na+]. The catalyst is CC(=O)OCC.Cl. The product is [C:1]([NH:4][C@@H:5]1[C@@H:10]([NH2:11])[CH2:9][C:8]([C:19]([NH:20][CH2:21][CH2:22][NH:23][C:24](=[O:46])[CH2:25][CH2:26]/[CH:27]=[CH:28]\[CH2:29]/[CH:30]=[CH:31]\[CH2:32]/[CH:33]=[CH:34]\[CH2:35]/[CH:36]=[CH:37]\[CH2:38]/[CH:39]=[CH:40]\[CH2:41]/[CH:42]=[CH:43]\[CH2:44][CH3:45])=[O:47])=[CH:7][C@H:6]1[O:48][CH:49]([CH2:50][CH3:51])[CH2:52][CH3:53])(=[O:3])[CH3:2]. The yield is 0.930. (2) The reactants are [N:1]1([C:6]([C:8]2[CH:13]=[CH:12][C:11]([S:14][CH:15]3[CH2:18][N:17](C(OC(C)(C)C)=O)[CH2:16]3)=[CH:10][CH:9]=2)=[O:7])[CH2:5][CH2:4][CH2:3][CH2:2]1.Cl. The catalyst is O1CCOCC1. The product is [NH:17]1[CH2:16][CH:15]([S:14][C:11]2[CH:10]=[CH:9][C:8]([C:6]([N:1]3[CH2:2][CH2:3][CH2:4][CH2:5]3)=[O:7])=[CH:13][CH:12]=2)[CH2:18]1. The yield is 0.550. (3) The reactants are Br[C:2]1[CH:3]=[C:4]([C:8]2[N:12]([CH3:13])[C:11]3[CH:14]=[CH:15][CH:16]=[CH:17][C:10]=3[N:9]=2)[CH:5]=[CH:6][CH:7]=1.[CH2:18]([O:20][C:21](=[O:28])[C@H:22]1[CH2:27][CH2:26][CH2:25][NH:24][CH2:23]1)[CH3:19].C(=O)([O-])[O-].[Cs+].[Cs+].C1(P(C2C=CC=CC=2)C2C=CC3C(=CC=CC=3)C=2C2C3C(=CC=CC=3)C=CC=2P(C2C=CC=CC=2)C2C=CC=CC=2)C=CC=CC=1. The catalyst is C([O-])(=O)C.[Pd+2].C([O-])(=O)C.C1(C)C=CC=CC=1. The product is [CH2:18]([O:20][C:21]([C@H:22]1[CH2:27][CH2:26][CH2:25][N:24]([C:2]2[CH:7]=[CH:6][CH:5]=[C:4]([C:8]3[N:12]([CH3:13])[C:11]4[CH:14]=[CH:15][CH:16]=[CH:17][C:10]=4[N:9]=3)[CH:3]=2)[CH2:23]1)=[O:28])[CH3:19]. The yield is 0.700. (4) The reactants are [CH3:1][C:2]([CH3:58])([CH2:10][C:11]([O:13][C@H:14]1[CH2:31][CH2:30][C@@:29]2([CH3:32])[C@@H:16]([CH2:17][CH2:18][C@:19]3([CH3:55])[C@@H:28]2[CH2:27][CH2:26][C@H:25]2[C@@:20]3([CH3:54])[CH2:21][CH2:22][C@@:23]3(/[CH:40]=[CH:41]/[C:42]([NH:44][C@H:45]([C:47]4[CH:52]=[CH:51][CH:50]=[CH:49][C:48]=4[Cl:53])[CH3:46])=[O:43])[CH2:35][C:34](=[O:36])[C:33]([CH:37]([CH3:39])[CH3:38])=[C:24]32)[C:15]1([CH3:57])[CH3:56])=[O:12])[C:3]([O:5]C(C)(C)C)=[O:4].FC(F)(F)C(O)=O. The catalyst is ClCCl. The product is [Cl:53][C:48]1[CH:49]=[CH:50][CH:51]=[CH:52][C:47]=1[C@@H:45]([NH:44][C:42](=[O:43])/[CH:41]=[CH:40]/[C@:23]12[CH2:35][C:34](=[O:36])[C:33]([CH:37]([CH3:39])[CH3:38])=[C:24]1[C@@H:25]1[C@@:20]([CH3:54])([CH2:21][CH2:22]2)[C@@:19]2([CH3:55])[C@@H:28]([C@:29]3([CH3:32])[C@@H:16]([CH2:17][CH2:18]2)[C:15]([CH3:56])([CH3:57])[C@@H:14]([O:13][C:11](=[O:12])[CH2:10][C:2]([CH3:1])([CH3:58])[C:3]([OH:5])=[O:4])[CH2:31][CH2:30]3)[CH2:27][CH2:26]1)[CH3:46]. The yield is 0.501. (5) The reactants are [C:1]([OH:12])(=O)/[CH:2]=[C:3](/[CH2:5][CH2:6][CH:7]=[C:8]([CH3:10])[CH3:9])\[CH3:4].C(N(CC)CC)C.ClC(OCC(C)C)=O.[NH2:28][C@H:29]([C:32]([OH:34])=[O:33])[CH2:30][SH:31].Cl. The catalyst is [OH-].[Na+].C1COCC1. The product is [C:1]([NH:28][C@H:29]([C:32]([OH:34])=[O:33])[CH2:30][SH:31])(=[O:12])/[CH:2]=[C:3](/[CH2:5][CH2:6][CH:7]=[C:8]([CH3:9])[CH3:10])\[CH3:4]. The yield is 0.195. (6) The reactants are [C:1]([C:5]1[CH:12]=[CH:11][C:8]([CH:9]=O)=[CH:7][CH:6]=1)([CH3:4])([CH3:3])[CH3:2].[Cl:13][C:14]1[CH:19]=[CH:18][CH:17]=[CH:16][C:15]=1[CH2:20][CH2:21][NH2:22].[BH4-].[Na+]. The catalyst is CO.Cl. The product is [C:1]([C:5]1[CH:12]=[CH:11][C:8]([CH2:9][NH:22][CH2:21][CH2:20][C:15]2[CH:16]=[CH:17][CH:18]=[CH:19][C:14]=2[Cl:13])=[CH:7][CH:6]=1)([CH3:4])([CH3:3])[CH3:2]. The yield is 0.970. (7) The reactants are Br[C:2]1[C:3]([NH:9][CH2:10][C@H:11]2[CH2:16][CH2:15][CH2:14][N:13]([C:17]([O:19][C:20]([CH3:23])([CH3:22])[CH3:21])=[O:18])[CH2:12]2)=[N:4][C:5]([Cl:8])=[N:6][CH:7]=1.[Cl:24][C:25]1[CH:30]=[CH:29][CH:28]=[CH:27][C:26]=1[C:31]#[CH:32].CCN(C(C)C)C(C)C. The catalyst is CN(C=O)C.CCOC(C)=O.[Cu]I.C1C=CC([P]([Pd]([P](C2C=CC=CC=2)(C2C=CC=CC=2)C2C=CC=CC=2)([P](C2C=CC=CC=2)(C2C=CC=CC=2)C2C=CC=CC=2)[P](C2C=CC=CC=2)(C2C=CC=CC=2)C2C=CC=CC=2)(C2C=CC=CC=2)C2C=CC=CC=2)=CC=1. The product is [Cl:8][C:5]1[N:4]=[C:3]([NH:9][CH2:10][C@H:11]2[CH2:16][CH2:15][CH2:14][N:13]([C:17]([O:19][C:20]([CH3:23])([CH3:22])[CH3:21])=[O:18])[CH2:12]2)[C:2]([C:32]#[C:31][C:26]2[CH:27]=[CH:28][CH:29]=[CH:30][C:25]=2[Cl:24])=[CH:7][N:6]=1. The yield is 0.470. (8) The reactants are [F:1][C:2]1[CH:7]=[CH:6][C:5]([N:8]2[CH:12]=[CH:11][CH:10]=[N:9]2)=[CH:4][CH:3]=1.C([Li])CCC.C(O[B:22]1[O:26][C:25]([CH3:28])([CH3:27])[C:24]([CH3:30])([CH3:29])[O:23]1)(C)C.C(O)(=O)C. The catalyst is C1COCC1.CCCCCC. The product is [F:1][C:2]1[CH:3]=[CH:4][C:5]([N:8]2[C:12]([B:22]3[O:26][C:25]([CH3:28])([CH3:27])[C:24]([CH3:30])([CH3:29])[O:23]3)=[CH:11][CH:10]=[N:9]2)=[CH:6][CH:7]=1. The yield is 0.510.